Dataset: Catalyst prediction with 721,799 reactions and 888 catalyst types from USPTO. Task: Predict which catalyst facilitates the given reaction. (1) Reactant: [OH:1][CH2:2][C:3]#[C:4][C:5]1[CH:6]=[C:7]2[C:12](=[CH:13][CH:14]=1)[N:11]=[CH:10][N:9]=[C:8]2[N:15]1[CH2:19][CH2:18][CH:17]([O:20][C:21](=[O:32])[NH:22][C:23]2[CH:28]=[CH:27][C:26]([CH:29]([CH3:31])[CH3:30])=[CH:25][CH:24]=2)[CH2:16]1.[CH3:33][S:34](Cl)(=[O:36])=[O:35]. Product: [CH:29]([C:26]1[CH:25]=[CH:24][C:23]([NH:22][C:21]([O:20][CH:17]2[CH2:18][CH2:19][N:15]([C:8]3[C:7]4[C:12](=[CH:13][CH:14]=[C:5]([C:4]#[C:3][CH2:2][O:1][S:34]([CH3:33])(=[O:36])=[O:35])[CH:6]=4)[N:11]=[CH:10][N:9]=3)[CH2:16]2)=[O:32])=[CH:28][CH:27]=1)([CH3:30])[CH3:31]. The catalyst class is: 2. (2) Reactant: [N:1]1[CH:6]=[CH:5][C:4]([C:7]2[N:8]([CH2:12][C:13]3[CH:14]=[C:15]([NH2:19])[CH:16]=[CH:17][CH:18]=3)[CH:9]=[CH:10][N:11]=2)=[CH:3][CH:2]=1.[N:20]([C:23]1[CH:28]=[C:27]([C:29]([F:32])([F:31])[F:30])[CH:26]=[CH:25][C:24]=1[O:33][CH3:34])=[C:21]=[O:22]. Product: [CH3:34][O:33][C:24]1[CH:25]=[CH:26][C:27]([C:29]([F:32])([F:31])[F:30])=[CH:28][C:23]=1[NH:20][C:21]([NH:19][C:15]1[CH:16]=[CH:17][CH:18]=[C:13]([CH2:12][N:8]2[CH:9]=[CH:10][N:11]=[C:7]2[C:4]2[CH:5]=[CH:6][N:1]=[CH:2][CH:3]=2)[CH:14]=1)=[O:22]. The catalyst class is: 59. (3) Reactant: [CH2:1]([O:8][C:9]1[C:17]([Cl:18])=[CH:16][C:12]([C:13](O)=[O:14])=[CH:11][C:10]=1[Cl:19])[C:2]1[CH:7]=[CH:6][CH:5]=[CH:4][CH:3]=1.C(Cl)(=O)C([Cl:23])=O. Product: [CH2:1]([O:8][C:9]1[C:17]([Cl:18])=[CH:16][C:12]([C:13]([Cl:23])=[O:14])=[CH:11][C:10]=1[Cl:19])[C:2]1[CH:7]=[CH:6][CH:5]=[CH:4][CH:3]=1. The catalyst class is: 695. (4) Reactant: [Mn]([O-])(=O)(=O)=[O:2].[K+].[F:7][C:8]([F:38])([F:37])[C:9]([N:11]=[S:12]([CH2:14][C:15]1[CH:20]=[CH:19][N:18]=[C:17]([NH:21][C:22]2[CH:27]=[C:26]([C:28]3[CH:33]=[CH:32][C:31]([F:34])=[CH:30][C:29]=3[O:35][CH3:36])[N:25]=[CH:24][N:23]=2)[CH:16]=1)[CH3:13])=[O:10]. Product: [F:38][C:8]([F:7])([F:37])[C:9]([N:11]=[S:12]([CH2:14][C:15]1[CH:20]=[CH:19][N:18]=[C:17]([NH:21][C:22]2[CH:27]=[C:26]([C:28]3[CH:33]=[CH:32][C:31]([F:34])=[CH:30][C:29]=3[O:35][CH3:36])[N:25]=[CH:24][N:23]=2)[CH:16]=1)([CH3:13])=[O:2])=[O:10]. The catalyst class is: 21.